Dataset: Forward reaction prediction with 1.9M reactions from USPTO patents (1976-2016). Task: Predict the product of the given reaction. (1) Given the reactants [Cl:1][C:2]1[CH:3]=[C:4]([NH:8][C:9]([N:11]2[CH2:16][CH2:15][C:14]3[NH:17][N:18]=[C:19]([C:20]4[CH2:24][CH2:23][CH:22](O)[CH:21]=4)[C:13]=3[CH2:12]2)=[O:10])[CH:5]=[CH:6][CH:7]=1.CCN(S(F)(F)[F:32])CC, predict the reaction product. The product is: [Cl:1][C:2]1[CH:3]=[C:4]([NH:8][C:9]([N:11]2[CH2:16][CH2:15][C:14]3[NH:17][N:18]=[C:19]([C:20]4[CH2:24][CH2:23][CH:22]([F:32])[CH:21]=4)[C:13]=3[CH2:12]2)=[O:10])[CH:5]=[CH:6][CH:7]=1. (2) Given the reactants [Cl:1][C:2]1[N:7]=[C:6](Cl)[C:5]([F:9])=[CH:4][N:3]=1.[NH2:10][C:11]1[CH:16]=[CH:15][C:14]([CH3:17])=[CH:13][CH:12]=1.C([O-])([O-])=O.[K+].[K+], predict the reaction product. The product is: [Cl:1][C:2]1[N:7]=[C:6]([NH:10][C:11]2[CH:16]=[CH:15][C:14]([CH3:17])=[CH:13][CH:12]=2)[C:5]([F:9])=[CH:4][N:3]=1. (3) Given the reactants [OH:1][NH:2][C:3]([N:5]1[CH2:10][CH2:9][CH:8]([C@@:11]2([CH3:30])[O:29][C:14]3=[CH:15][N:16]=[C:17]([C:19]4[CH2:20][CH2:21][N:22]([S:25]([CH3:28])(=[O:27])=[O:26])[CH2:23][CH:24]=4)[CH:18]=[C:13]3[CH2:12]2)[CH2:7][CH2:6]1)=[NH:4].[C:31](Cl)(=O)[CH2:32][CH2:33][CH3:34], predict the reaction product. The product is: [CH3:28][S:25]([N:22]1[CH2:21][CH:20]=[C:19]([C:17]2[CH:18]=[C:13]3[CH2:12][C@@:11]([CH3:30])([CH:8]4[CH2:9][CH2:10][N:5]([C:3]5[N:4]=[C:31]([CH2:32][CH2:33][CH3:34])[O:1][N:2]=5)[CH2:6][CH2:7]4)[O:29][C:14]3=[CH:15][N:16]=2)[CH2:24][CH2:23]1)(=[O:27])=[O:26]. (4) Given the reactants Cl.CN(C)CCCN=C=NCC.[N:13]1([C:19]2[N:24]=[C:23]([NH:25][C:26]3[CH:31]=[CH:30][C:29]([C:32]4([C:36](O)=[O:37])[CH2:35][CH2:34][CH2:33]4)=[CH:28][CH:27]=3)[C:22]3[CH2:39][CH2:40][CH2:41][C:21]=3[N:20]=2)[CH2:18][CH2:17][O:16][CH2:15][CH2:14]1.C(N(C(C)C)CC)(C)C.[CH:51]1([NH2:56])[CH2:55][CH2:54][CH2:53][CH2:52]1, predict the reaction product. The product is: [CH:51]1([NH:56][C:36]([C:32]2([C:29]3[CH:28]=[CH:27][C:26]([NH:25][C:23]4[C:22]5[CH2:39][CH2:40][CH2:41][C:21]=5[N:20]=[C:19]([N:13]5[CH2:14][CH2:15][O:16][CH2:17][CH2:18]5)[N:24]=4)=[CH:31][CH:30]=3)[CH2:33][CH2:34][CH2:35]2)=[O:37])[CH2:55][CH2:54][CH2:53][CH2:52]1. (5) Given the reactants Br[C:2]1[CH:3]=[C:4]([CH:17]=[CH:18][CH:19]=1)[CH2:5][CH2:6][O:7][CH2:8][CH2:9][C:10]([O:12][C:13]([CH3:16])([CH3:15])[CH3:14])=[O:11].C(N(CC)CC)C.[CH3:27][Si:28]([C:31]#[CH:32])([CH3:30])[CH3:29], predict the reaction product. The product is: [CH3:27][Si:28]([C:31]#[C:32][C:2]1[CH:3]=[C:4]([CH:17]=[CH:18][CH:19]=1)[CH2:5][CH2:6][O:7][CH2:8][CH2:9][C:10]([O:12][C:13]([CH3:16])([CH3:15])[CH3:14])=[O:11])([CH3:30])[CH3:29]. (6) Given the reactants Cl[C:2]1[CH:7]=[CH:6][CH:5]=[C:4]([N:8]2[C:12]([C:13]3[O:14][CH:15]=[CH:16][CH:17]=3)=[CH:11][C:10]([C:18]([F:21])([F:20])[F:19])=[N:9]2)[N:3]=1.[CH3:22][N:23](C=O)C, predict the reaction product. The product is: [O:14]1[CH:15]=[CH:16][CH:17]=[C:13]1[C:12]1[N:8]([C:4]2[N:3]=[C:2]([C:22]#[N:23])[CH:7]=[CH:6][CH:5]=2)[N:9]=[C:10]([C:18]([F:21])([F:20])[F:19])[CH:11]=1.